This data is from Merck oncology drug combination screen with 23,052 pairs across 39 cell lines. The task is: Regression. Given two drug SMILES strings and cell line genomic features, predict the synergy score measuring deviation from expected non-interaction effect. (1) Drug 1: O=S1(=O)NC2(CN1CC(F)(F)F)C1CCC2Cc2cc(C=CCN3CCC(C(F)(F)F)CC3)ccc2C1. Drug 2: CN(C)C(=N)N=C(N)N. Cell line: PA1. Synergy scores: synergy=15.9. (2) Drug 1: CS(=O)(=O)CCNCc1ccc(-c2ccc3ncnc(Nc4ccc(OCc5cccc(F)c5)c(Cl)c4)c3c2)o1. Drug 2: CCc1c2c(nc3ccc(O)cc13)-c1cc3c(c(=O)n1C2)COC(=O)C3(O)CC. Cell line: NCIH2122. Synergy scores: synergy=35.8. (3) Drug 2: C#Cc1cccc(Nc2ncnc3cc(OCCOC)c(OCCOC)cc23)c1. Drug 1: N#Cc1ccc(Cn2cncc2CN2CCN(c3cccc(Cl)c3)C(=O)C2)cc1. Synergy scores: synergy=23.0. Cell line: ZR751. (4) Drug 1: O=P1(N(CCCl)CCCl)NCCCO1. Drug 2: Cn1c(=O)n(-c2ccc(C(C)(C)C#N)cc2)c2c3cc(-c4cnc5ccccc5c4)ccc3ncc21. Cell line: ZR751. Synergy scores: synergy=17.0. (5) Drug 1: N.N.O=C(O)C1(C(=O)O)CCC1.[Pt]. Drug 2: O=C(NOCC(O)CO)c1ccc(F)c(F)c1Nc1ccc(I)cc1F. Cell line: UWB1289BRCA1. Synergy scores: synergy=-1.41. (6) Drug 1: Nc1ccn(C2OC(CO)C(O)C2(F)F)c(=O)n1. Drug 2: O=C(O)C1(Cc2cccc(Nc3nccs3)n2)CCC(Oc2cccc(Cl)c2F)CC1. Cell line: A2058. Synergy scores: synergy=6.58.